This data is from Full USPTO retrosynthesis dataset with 1.9M reactions from patents (1976-2016). The task is: Predict the reactants needed to synthesize the given product. (1) Given the product [CH2:21]([N:23]1[C:4]([OH:14])=[CH:5][C:6]([C:7]2[CH:8]=[CH:9][CH:10]=[CH:11][CH:12]=2)=[N:24]1)[CH3:22], predict the reactants needed to synthesize it. The reactants are: C(O[C:4](=[O:14])[CH2:5][C:6](=O)[C:7]1[CH:12]=[CH:11][CH:10]=[CH:9][CH:8]=1)C.C(O)(=O)C(O)=O.[CH2:21]([NH:23][NH2:24])[CH3:22].C([O-])([O-])=O.[Na+].[Na+]. (2) Given the product [O:1]1[C:10]2[C:5](=[CH:6][C:7]([C:11]3[C:16]([CH:17]4[CH2:18][CH2:19]4)=[CH:15][C:14]([N:20]([CH2:42][CH2:43][OH:44])[CH3:21])=[C:13]([CH3:22])[C:12]=3[CH:23]([O:28][CH:29]3[CH2:30][CH2:31]3)[C:24]([O:26][CH3:27])=[O:25])=[CH:8][CH:9]=2)[CH2:4][CH2:3][CH2:2]1, predict the reactants needed to synthesize it. The reactants are: [O:1]1[C:10]2[C:5](=[CH:6][C:7]([C:11]3[C:16]([CH:17]4[CH2:19][CH2:18]4)=[CH:15][C:14]([NH:20][CH3:21])=[C:13]([CH3:22])[C:12]=3[CH:23]([O:28][CH:29]3[CH2:31][CH2:30]3)[C:24]([O:26][CH3:27])=[O:25])=[CH:8][CH:9]=2)[CH2:4][CH2:3][CH2:2]1.C(N(C(C)C)CC)(C)C.I[CH2:42][CH2:43][OH:44]. (3) The reactants are: [O:1]=[C:2]1[C:11]([CH:12]2[CH2:17][CH2:16][N:15]([C:18]([O:20][CH:21]([CH2:24][C:25]3[CH:33]=[C:32]([CH3:34])[C:31]4[C:27](=[CH:28][N:29]([CH2:35][O:36][CH3:37])[N:30]=4)[CH:26]=3)[CH2:22][OH:23])=[O:19])[CH2:14][CH2:13]2)=[CH:10][C:9]2[C:4](=[CH:5][CH:6]=[CH:7][CH:8]=2)[NH:3]1.C(N(CC)CC)C. Given the product [O:1]=[C:2]1[C:11]([CH:12]2[CH2:13][CH2:14][N:15]([C:18]([O:20][C@H:21]([CH2:24][C:25]3[CH:33]=[C:32]([CH3:34])[C:31]4[C:27](=[CH:28][N:29]([CH2:35][O:36][CH3:37])[N:30]=4)[CH:26]=3)[CH:22]=[O:23])=[O:19])[CH2:16][CH2:17]2)=[CH:10][C:9]2[C:4](=[CH:5][CH:6]=[CH:7][CH:8]=2)[NH:3]1, predict the reactants needed to synthesize it. (4) Given the product [CH3:26][S:27]([O:1][CH2:2][CH2:3][NH:4][C:5]1[C:6]([C:10]2[N:14]([C:15]3[CH:20]=[CH:19][CH:18]=[C:17]([C:21]([F:22])([F:24])[F:23])[CH:16]=3)[C:13](=[O:25])[O:12][N:11]=2)=[N:7][O:8][N:9]=1)(=[O:29])=[O:28], predict the reactants needed to synthesize it. The reactants are: [OH:1][CH2:2][CH2:3][NH:4][C:5]1[C:6]([C:10]2[N:14]([C:15]3[CH:20]=[CH:19][CH:18]=[C:17]([C:21]([F:24])([F:23])[F:22])[CH:16]=3)[C:13](=[O:25])[O:12][N:11]=2)=[N:7][O:8][N:9]=1.[CH3:26][S:27](Cl)(=[O:29])=[O:28].C(N(CC)CC)C. (5) Given the product [C:11]1([CH2:21][C:22]([NH:1][C:2]2[CH:6]=[CH:5][S:4][C:3]=2[C:7]([O:9][CH3:10])=[O:8])=[O:23])[C:20]2[C:15](=[CH:16][CH:17]=[CH:18][CH:19]=2)[CH:14]=[CH:13][CH:12]=1, predict the reactants needed to synthesize it. The reactants are: [NH2:1][C:2]1[CH:6]=[CH:5][S:4][C:3]=1[C:7]([O:9][CH3:10])=[O:8].[C:11]1([CH2:21][C:22](O)=[O:23])[C:20]2[C:15](=[CH:16][CH:17]=[CH:18][CH:19]=2)[CH:14]=[CH:13][CH:12]=1. (6) Given the product [C:35]([O:39][C:40](=[O:41])[N:42]([CH2:49][C:50]1[CH:51]=[CH:52][C:53]([C:54](=[O:55])[NH:9][CH2:8][CH2:7][CH2:6][CH2:5][N:4]([CH2:1][CH2:2][CH3:3])[CH2:10][CH2:11][CH3:12])=[CH:57][CH:58]=1)[CH2:43][C:44]1[NH:48][CH:47]=[CH:46][N:45]=1)([CH3:38])([CH3:36])[CH3:37], predict the reactants needed to synthesize it. The reactants are: [CH2:1]([N:4]([CH2:10][CH2:11][CH3:12])[CH2:5][CH2:6][CH2:7][CH2:8][NH2:9])[CH2:2][CH3:3].CCN=C=NCCCN(C)C.Cl.C1C=CC2N(O)N=NC=2C=1.[C:35]([O:39][C:40]([N:42]([CH2:49][C:50]1[CH:58]=[CH:57][C:53]([C:54](O)=[O:55])=[CH:52][CH:51]=1)[CH2:43][C:44]1[NH:45][CH:46]=[CH:47][N:48]=1)=[O:41])([CH3:38])([CH3:37])[CH3:36].